This data is from Catalyst prediction with 721,799 reactions and 888 catalyst types from USPTO. The task is: Predict which catalyst facilitates the given reaction. (1) The catalyst class is: 10. Reactant: [CH:1]1[CH:2]=[CH:3][N:4]=[C:5]([C@@H:7]([O:15][CH:16]2[CH2:21][CH2:20][N:19]([CH2:22][CH2:23][CH2:24][C:25]([OH:27])=[O:26])[CH2:18][CH2:17]2)[C:8]2[CH:9]=[CH:10][C:11]([Cl:14])=[CH:12][CH:13]=2)[CH:6]=1.O.[C:29]1([S:35]([OH:38])(=[O:37])=[O:36])[CH:34]=[CH:33][CH:32]=[CH:31][CH:30]=1. Product: [CH2:17]1[CH:16]([O:15][C@H:7]([C:5]2[N:4]=[CH:3][CH:2]=[CH:1][CH:6]=2)[C:8]2[CH:13]=[CH:12][C:11]([Cl:14])=[CH:10][CH:9]=2)[CH2:21][CH2:20][N:19]([CH2:22][CH2:23][CH2:24][C:25]([OH:27])=[O:26])[CH2:18]1.[CH:32]1[CH:33]=[CH:34][C:29]([S:35]([OH:38])(=[O:37])=[O:36])=[CH:30][CH:31]=1. (2) Reactant: N#N.C([Si](C)(C)[O:8][CH:9]([C:11]1[O:12][C:13]([CH2:16][N:17]2[CH:21]=[CH:20][C:19]([NH:22][C:23]([C:25]3[N:26]=[CH:27][O:28][C:29]=3[C:30]3[CH:35]=[CH:34][CH:33]=[CH:32][CH:31]=3)=[O:24])=[N:18]2)=[CH:14][N:15]=1)[CH3:10])(C)(C)C.CCCC[N+](CCCC)(CCCC)CCCC.[F-]. Product: [OH:8][CH:9]([C:11]1[O:12][C:13]([CH2:16][N:17]2[CH:21]=[CH:20][C:19]([NH:22][C:23]([C:25]3[N:26]=[CH:27][O:28][C:29]=3[C:30]3[CH:35]=[CH:34][CH:33]=[CH:32][CH:31]=3)=[O:24])=[N:18]2)=[CH:14][N:15]=1)[CH3:10]. The catalyst class is: 721.